Dataset: Catalyst prediction with 721,799 reactions and 888 catalyst types from USPTO. Task: Predict which catalyst facilitates the given reaction. (1) Reactant: [F:1][C:2]([F:26])([F:25])[C:3]([F:24])([C:20]([F:23])([F:22])[F:21])[CH2:4][CH:5]([CH2:17][CH2:18]I)[CH2:6][C:7]([F:16])([C:12]([F:15])([F:14])[F:13])[C:8]([F:11])([F:10])[F:9].[CH3:27][NH:28][CH3:29].C(OCC)(=O)C.C([O-])(O)=O.[Na+]. The catalyst class is: 30. Product: [F:16][C:7]([C:12]([F:15])([F:14])[F:13])([C:8]([F:11])([F:10])[F:9])[CH2:6][CH:5]([CH2:4][C:3]([F:24])([C:20]([F:23])([F:22])[F:21])[C:2]([F:26])([F:25])[F:1])[CH2:17][CH2:18][N:28]([CH3:29])[CH3:27]. (2) Reactant: [H-].[Al+3].[Li+].[H-].[H-].[H-].[Br:7][C:8]1[C:13]([CH:14]=[CH:15][N+:16]([O-])=O)=[CH:12][CH:11]=[CH:10][C:9]=1[O:19][CH2:20][CH:21]1[CH2:23][CH2:22]1.O.[OH-].[Na+]. Product: [Br:7][C:8]1[C:9]([O:19][CH2:20][CH:21]2[CH2:23][CH2:22]2)=[CH:10][CH:11]=[CH:12][C:13]=1[CH2:14][CH2:15][NH2:16]. The catalyst class is: 1. (3) Reactant: [Cl:1][C:2]1[S:6][C:5]([C:7]([OH:9])=O)=[CH:4][CH:3]=1.[C:10]([O:14][C:15](=[O:19])[CH2:16][CH2:17][NH2:18])([CH3:13])([CH3:12])[CH3:11].[B-](F)(F)(F)F.CCOC(C(C#N)=NOC(N(C)C)=[N+](C)C)=O.C(N(CC)CC)C. Product: [C:10]([O:14][C:15](=[O:19])[CH2:16][CH2:17][NH:18][C:7]([C:5]1[S:6][C:2]([Cl:1])=[CH:3][CH:4]=1)=[O:9])([CH3:13])([CH3:12])[CH3:11]. The catalyst class is: 18.